From a dataset of Catalyst prediction with 721,799 reactions and 888 catalyst types from USPTO. Predict which catalyst facilitates the given reaction. Reactant: II.[CH2:3]([C@@H:10]1[C@@H:24]([OH:25])[CH2:23][C:22](=[O:26])[O:21][C@H:20](/[CH:27]=[CH:28]/[CH2:29][CH2:30][S:31]C(C2C=CC=CC=2)(C2C=CC=CC=2)C2C=CC=CC=2)[CH2:19][C:18](=[O:51])[NH:17][C@H:16]([CH3:52])[C:15](=[O:53])[NH:14][C@H:13]([CH2:54][S:55]C(C2C=CC=CC=2)(C2C=CC=CC=2)C2C=CC=CC=2)[C:12](=[O:75])[NH:11]1)[C:4]1[CH:9]=[CH:8][CH:7]=[CH:6][CH:5]=1.S([O-])([O-])(=O)=S.[Na+].[Na+]. The catalyst class is: 61. Product: [CH2:3]([C@H:10]1[NH:11][C:12](=[O:75])[C@@H:13]2[NH:14][C:15](=[O:53])[C@@H:16]([CH3:52])[NH:17][C:18](=[O:51])[CH2:19][C@@H:20]([CH:27]=[CH:28][CH2:29][CH2:30][S:31][S:55][CH2:54]2)[O:21][C:22](=[O:26])[CH2:23][C@@H:24]1[OH:25])[C:4]1[CH:9]=[CH:8][CH:7]=[CH:6][CH:5]=1.